From a dataset of Forward reaction prediction with 1.9M reactions from USPTO patents (1976-2016). Predict the product of the given reaction. (1) Given the reactants C([O:8][C@@H:9]1[C@@H:17]([C@:18]([OH:24])([CH3:23])[C:19]([F:22])([F:21])[F:20])[O:16][C@H:15]2[C@H:11]([N:12]=[C:13]([N:25](C)[C:26](=O)OC(C)(C)C)[S:14]2)[C@@H:10]1[F:34])C1C=CC=CC=1.[Si](C(F)(F)F)(C)(C)C.B(Cl)(Cl)Cl, predict the reaction product. The product is: [F:34][C@H:10]1[C@H:11]2[N:12]=[C:13]([NH:25][CH3:26])[S:14][C@H:15]2[O:16][C@H:17]([C@:18]([OH:24])([CH3:23])[C:19]([F:22])([F:21])[F:20])[C@H:9]1[OH:8]. (2) The product is: [CH:2]([C:3]1[CH:4]=[C:5]([NH2:6])[NH:10][N:9]=1)([CH3:8])[CH3:1]. Given the reactants [CH3:1][CH:2]([CH3:8])[C:3](=O)[CH2:4][C:5]#[N:6].[NH2:9][NH2:10].O, predict the reaction product. (3) Given the reactants [CH3:1][C:2]1[CH:7]=[CH:6][C:5]([C:8]2[CH:13]=[C:12]([N:14]3[CH2:19][CH2:18][CH2:17][CH2:16][C:15]3=[O:20])[CH:11]=[C:10]([C:21]([OH:23])=O)[CH:9]=2)=[CH:4][CH:3]=1.Cl.CN(C)CCCN=C=NCC.O.ON1C2C=CC=CC=2N=N1.[CH3:47][C:48]1[N:53]=[CH:52][C:51]([CH2:54][NH2:55])=[CH:50][CH:49]=1.C(N(CC)C(C)C)(C)C, predict the reaction product. The product is: [CH3:1][C:2]1[CH:3]=[CH:4][C:5]([C:8]2[CH:13]=[C:12]([N:14]3[CH2:19][CH2:18][CH2:17][CH2:16][C:15]3=[O:20])[CH:11]=[C:10]([C:21]([NH:55][CH2:54][C:51]3[CH:52]=[N:53][C:48]([CH3:47])=[CH:49][CH:50]=3)=[O:23])[CH:9]=2)=[CH:6][CH:7]=1. (4) Given the reactants [Cl:1][C:2]1[CH:7]=[CH:6][C:5]([C@H:8]([NH:11][S@@:12]([C:14]([CH3:17])([CH3:16])[CH3:15])=[O:13])[CH2:9][CH3:10])=[C:4]([F:18])[C:3]=1[O:19][C:20]1[CH:25]=[CH:24][C:23]([CH:26]=[O:27])=[CH:22][CH:21]=1.C1(C)C=CC(S([CH2:37][N+:38]#[C-:39])(=O)=O)=CC=1.C(=O)([O-])[O-].[K+].[K+], predict the reaction product. The product is: [Cl:1][C:2]1[CH:7]=[CH:6][C:5]([C@H:8]([NH:11][S:12]([C:14]([CH3:17])([CH3:15])[CH3:16])=[O:13])[CH2:9][CH3:10])=[C:4]([F:18])[C:3]=1[O:19][C:20]1[CH:25]=[CH:24][C:23]([C:26]2[O:27][CH:39]=[N:38][CH:37]=2)=[CH:22][CH:21]=1. (5) The product is: [CH2:1]([O:5][CH2:6][CH2:7][O:8][C:9]1[CH:10]=[CH:11][C:12]([C:15]2[CH:16]=[CH:17][C:18]3[N:24]([CH2:25][CH:26]([CH3:27])[CH3:28])[CH2:23][CH2:22][C:21]([C:29]([NH:31][C:32]4[CH:33]=[CH:34][C:35]([S:38]([CH2:39][C:40]5[N:44]([CH2:45][CH3:46])[CH:43]=[N:42][N:41]=5)=[O:56])=[CH:36][CH:37]=4)=[O:30])=[CH:20][C:19]=3[CH:47]=2)=[CH:13][CH:14]=1)[CH2:2][CH2:3][CH3:4]. Given the reactants [CH2:1]([O:5][CH2:6][CH2:7][O:8][C:9]1[CH:14]=[CH:13][C:12]([C:15]2[CH:16]=[CH:17][C:18]3[N:24]([CH2:25][CH:26]([CH3:28])[CH3:27])[CH2:23][CH2:22][C:21]([C:29]([NH:31][C:32]4[CH:37]=[CH:36][C:35]([S:38][CH2:39][C:40]5[N:44]([CH2:45][CH3:46])[CH:43]=[N:42][N:41]=5)=[CH:34][CH:33]=4)=[O:30])=[CH:20][C:19]=3[CH:47]=2)=[CH:11][CH:10]=1)[CH2:2][CH2:3][CH3:4].ClC1C=CC=C(C(OO)=[O:56])C=1.S([O-])([O-])(=O)=S.[Na+].[Na+], predict the reaction product. (6) Given the reactants [CH3:1][N:2]1[C:6]2[CH:7]=[CH:8][C:9]([C:11]([NH:13][CH2:14][C:15](O)=[O:16])=[O:12])=[CH:10][C:5]=2[N:4]=[C:3]1[NH:18][C:19]1[S:20][C:21]2[CH:27]=[C:26]([C:28]([F:31])([F:30])[F:29])[CH:25]=[CH:24][C:22]=2[N:23]=1.[CH3:32][O:33][C@@H:34]1[CH2:39][CH2:38][CH2:37][NH:36][CH2:35]1.CN(C(ON1N=NC2C=CC=CC1=2)=[N+](C)C)C.F[P-](F)(F)(F)(F)F.CCN(C(C)C)C(C)C, predict the reaction product. The product is: [CH3:32][O:33][C@@H:34]1[CH2:39][CH2:38][CH2:37][N:36]([C:15](=[O:16])[CH2:14][NH:13][C:11]([C:9]2[CH:8]=[CH:7][C:6]3[N:2]([CH3:1])[C:3]([NH:18][C:19]4[S:20][C:21]5[CH:27]=[C:26]([C:28]([F:30])([F:29])[F:31])[CH:25]=[CH:24][C:22]=5[N:23]=4)=[N:4][C:5]=3[CH:10]=2)=[O:12])[CH2:35]1. (7) The product is: [OH:22][C:7]([CH3:20])([CH2:6][CH2:5][C:4]1[C:9](=[O:8])[C:10]([CH3:13])=[C:11]([CH3:12])[C:2](=[O:1])[C:3]=1[CH3:21])[C:14]([NH:16][CH2:17][CH2:18][CH3:19])=[O:15]. Given the reactants [OH:1][C:2]1[C:3]([CH3:21])=[C:4]2[C:9](=[C:10]([CH3:13])[C:11]=1[CH3:12])[O:8][C:7]([CH3:20])([C:14]([NH:16][CH2:17][CH2:18][CH3:19])=[O:15])[CH2:6][CH2:5]2.[O:22]=[N+]([O-])[O-].[O-][N+](=O)[O-].[O-][N+](=O)[O-].[O-][N+](=O)[O-].[O-][N+](=O)[O-].[O-][N+](=O)[O-].[Ce+4].[NH4+].[NH4+], predict the reaction product. (8) Given the reactants [C:1](N1C=CN=C1)(N1C=CN=C1)=[O:2].[SH:13][CH2:14][C:15]1[S:19][C:18]([CH2:20][CH2:21][C:22]2[N:23]=[C:24]([NH:27][C:28](=[O:30])[CH3:29])[S:25][CH:26]=2)=[CH:17][CH:16]=1.[C:31]([O:35][C:36]([CH3:39])([CH3:38])[CH3:37])(=[O:34])[NH:32][NH2:33], predict the reaction product. The product is: [C:28]([NH:27][C:24]1[S:25][CH:26]=[C:22]([CH2:21][CH2:20][C:18]2[S:19][C:15]([CH2:14][S:13][C:1]([NH:33][NH:32][C:31]([O:35][C:36]([CH3:39])([CH3:38])[CH3:37])=[O:34])=[O:2])=[CH:16][CH:17]=2)[N:23]=1)(=[O:30])[CH3:29].